From a dataset of Reaction yield outcomes from USPTO patents with 853,638 reactions. Predict the reaction yield, written as a fraction of the theoretical maximum amount of product (1.0 means a 100% yield; for example, 0.34 means a 34% yield). (1) The reactants are O.NN.[Cl:4][C:5]1[CH:10]=[CH:9][C:8]([CH2:11][CH3:12])=[C:7]([N+:13]([O-])=O)[CH:6]=1.C. The catalyst is CO.[Fe](Cl)(Cl)Cl. The product is [Cl:4][C:5]1[CH:10]=[CH:9][C:8]([CH2:11][CH3:12])=[C:7]([CH:6]=1)[NH2:13]. The yield is 0.970. (2) The reactants are Cl[CH2:2][CH2:3][CH2:4][N:5]1[C:14]2[C:9](=[C:10]([CH3:15])[CH:11]=[CH:12][CH:13]=2)[CH2:8][CH2:7][C:6]1=[O:16].[CH2:17]([CH:21]1[CH2:26][CH2:25][NH:24][CH2:23][CH2:22]1)[CH2:18][CH2:19][CH3:20].C([O-])([O-])=O.[K+].[K+]. The catalyst is CC#N. The product is [CH2:17]([CH:21]1[CH2:26][CH2:25][N:24]([CH2:2][CH2:3][CH2:4][N:5]2[C:14]3[C:9](=[C:10]([CH3:15])[CH:11]=[CH:12][CH:13]=3)[CH2:8][CH2:7][C:6]2=[O:16])[CH2:23][CH2:22]1)[CH2:18][CH2:19][CH3:20]. The yield is 0.740. (3) The reactants are [CH3:1][O:2][C:3](=[O:15])[C:4]1[CH:13]=[C:12]([F:14])[CH:11]=[C:6]([C:7]([O:9]C)=[O:8])[CH:5]=1.[OH-].[Na+]. The catalyst is CO. The product is [CH3:1][O:2][C:3](=[O:15])[C:4]1[CH:13]=[C:12]([F:14])[CH:11]=[C:6]([C:7]([OH:9])=[O:8])[CH:5]=1. The yield is 0.830. (4) The yield is 0.750. The product is [CH3:20][C:13]1([C:15]([O:17][CH3:18])=[O:16])[C:14]2[CH:1]=[CH:2][CH:3]=[CH:4][C:5]=2[O:6][C:7]2[C:12]1=[CH:11][CH:10]=[CH:9][CH:8]=2. The reactants are [CH:1]1[C:14]2[CH:13]([C:15]([O:17][CH3:18])=[O:16])[C:12]3[C:7](=[CH:8][CH:9]=[CH:10][CH:11]=3)[O:6][C:5]=2[CH:4]=[CH:3][CH:2]=1.[Li+].[CH3:20]C([N-]C(C)C)C.IC.[Cl-].[NH4+]. The catalyst is C1COCC1. (5) The reactants are C([O:8][C:9]1[N:14]=[C:13]([N:15](CC2C=CC(OC)=CC=2OC)[S:16]([C:19]2[CH:24]=[C:23]([Cl:25])[C:22]([O:26][C@H:27]3[CH2:32][CH2:31][CH2:30][CH2:29][C@@H:28]3[C:33]3[N:37]([CH3:38])[N:36]=[CH:35][CH:34]=3)=[CH:21][C:20]=2[F:39])(=[O:18])=[O:17])[CH:12]=[CH:11][N:10]=1)C1C=CC=CC=1.C([SiH](CC)CC)C.FC(F)(F)C(O)=O. The catalyst is ClCCl. The yield is 0.890. The product is [Cl:25][C:23]1[C:22]([O:26][C@H:27]2[CH2:32][CH2:31][CH2:30][CH2:29][C@@H:28]2[C:33]2[N:37]([CH3:38])[N:36]=[CH:35][CH:34]=2)=[CH:21][C:20]([F:39])=[C:19]([S:16]([NH:15][C:13]2[NH:14][C:9](=[O:8])[N:10]=[CH:11][CH:12]=2)(=[O:18])=[O:17])[CH:24]=1.